From a dataset of Cav3 T-type calcium channel HTS with 100,875 compounds. Binary Classification. Given a drug SMILES string, predict its activity (active/inactive) in a high-throughput screening assay against a specified biological target. (1) The compound is O(Cc1cc2c([nH]c1=O)c(ccc2)C)C(=O)Cc1ccc(OC)cc1. The result is 0 (inactive). (2) The drug is s1c(C=2N=c3n([nH]cn3)C(c3c(OC)c(OC)ccc3)C2)ccc1. The result is 0 (inactive). (3) The compound is S(c1n(c(nn1)CNc1scc(n1)c1ccccc1)C)CC(=O)c1ccccc1. The result is 0 (inactive). (4) The molecule is OC(c1n(c2c(n1)cccc2)CC)c1cc2OCOc2cc1. The result is 0 (inactive). (5) The molecule is O(c1cc2c(N3CCCC3)nc(nc2cc1OC)c1ccccc1)C. The result is 0 (inactive). (6) The molecule is s1c2NC(NC(=O)c2c(c1C)C)c1c(O)c(ccc1)C. The result is 0 (inactive).